This data is from Forward reaction prediction with 1.9M reactions from USPTO patents (1976-2016). The task is: Predict the product of the given reaction. (1) Given the reactants [CH3:1][Si]([N-][Si](C)(C)C)(C)C.[Na+].[CH3:11][O:12][C:13]1[CH:18]=[CH:17][CH:16]=[CH:15][C:14]=1[N:19]1[CH2:24][CH2:23][C:22]([C:27]2[CH:32]=[CH:31][CH:30]=[C:29]([O:33][CH3:34])[CH:28]=2)([CH:25]=O)[CH2:21][CH2:20]1.[Cl-].[NH4+], predict the reaction product. The product is: [CH3:11][O:12][C:13]1[CH:18]=[CH:17][CH:16]=[CH:15][C:14]=1[N:19]1[CH2:24][CH2:23][C:22]([C:27]2[CH:32]=[CH:31][CH:30]=[C:29]([O:33][CH3:34])[CH:28]=2)([CH:25]=[CH2:1])[CH2:21][CH2:20]1. (2) Given the reactants [C@@H:1]1([N:9]2[CH:16]=[CH:15][C:13](=[O:14])[NH:12][C:10]2=[O:11])[O:8][C@H:5]([CH2:6][OH:7])[C@@H:3]([OH:4])[CH2:2]1.C([C:26](Cl)([C:33]1[CH:38]=[CH:37][CH:36]=[CH:35][CH:34]=1)[C:27]1[CH:32]=[CH:31][CH:30]=[CH:29][CH:28]=1)C1C=CC(OC)=CC=1.CCO[C:43]([CH3:45])=O.CO.N1C=[CH:52][CH:51]=[CH:50][CH:49]=1, predict the reaction product. The product is: [OH:4][CH:3]1[CH:5]([CH2:6][O:7][C:26]([C:43]2[CH:45]=[CH:52][CH:51]=[CH:50][CH:49]=2)([C:27]2[CH:32]=[CH:31][CH:30]=[CH:29][CH:28]=2)[C:33]2[CH:38]=[CH:37][CH:36]=[CH:35][CH:34]=2)[O:8][CH:1]([N:9]2[CH:16]=[CH:15][C:13](=[O:14])[NH:12][C:10]2=[O:11])[CH2:2]1. (3) Given the reactants C([O:8][C:9]1[CH:14]=[CH:13][C:12]([O:15][C:16]2[C:21]([CH3:22])=[CH:20][C:19]([N+:23]([O-])=O)=[CH:18][C:17]=2[CH3:26])=[CH:11][C:10]=1[S:27]([NH:30][CH2:31][C:32]([CH3:35])([CH3:34])[CH3:33])(=[O:29])=[O:28])C1C=CC=CC=1, predict the reaction product. The product is: [NH2:23][C:19]1[CH:20]=[C:21]([CH3:22])[C:16]([O:15][C:12]2[CH:13]=[CH:14][C:9]([OH:8])=[C:10]([S:27]([NH:30][CH2:31][C:32]([CH3:35])([CH3:34])[CH3:33])(=[O:29])=[O:28])[CH:11]=2)=[C:17]([CH3:26])[CH:18]=1.